Dataset: NCI-60 drug combinations with 297,098 pairs across 59 cell lines. Task: Regression. Given two drug SMILES strings and cell line genomic features, predict the synergy score measuring deviation from expected non-interaction effect. (1) Drug 1: CC1OCC2C(O1)C(C(C(O2)OC3C4COC(=O)C4C(C5=CC6=C(C=C35)OCO6)C7=CC(=C(C(=C7)OC)O)OC)O)O. Drug 2: CC1CCC2CC(C(=CC=CC=CC(CC(C(=O)C(C(C(=CC(C(=O)CC(OC(=O)C3CCCCN3C(=O)C(=O)C1(O2)O)C(C)CC4CCC(C(C4)OC)O)C)C)O)OC)C)C)C)OC. Cell line: HT29. Synergy scores: CSS=36.0, Synergy_ZIP=-8.75, Synergy_Bliss=-8.73, Synergy_Loewe=-4.76, Synergy_HSA=-2.50. (2) Drug 1: COC1=CC(=CC(=C1O)OC)C2C3C(COC3=O)C(C4=CC5=C(C=C24)OCO5)OC6C(C(C7C(O6)COC(O7)C8=CC=CS8)O)O. Drug 2: CS(=O)(=O)CCNCC1=CC=C(O1)C2=CC3=C(C=C2)N=CN=C3NC4=CC(=C(C=C4)OCC5=CC(=CC=C5)F)Cl. Cell line: NCI/ADR-RES. Synergy scores: CSS=13.4, Synergy_ZIP=-2.46, Synergy_Bliss=5.37, Synergy_Loewe=4.92, Synergy_HSA=4.81. (3) Drug 1: CC12CCC3C(C1CCC2=O)CC(=C)C4=CC(=O)C=CC34C. Synergy scores: CSS=58.8, Synergy_ZIP=-3.48, Synergy_Bliss=0.908, Synergy_Loewe=-0.514, Synergy_HSA=3.05. Drug 2: COC1=CC(=CC(=C1O)OC)C2C3C(COC3=O)C(C4=CC5=C(C=C24)OCO5)OC6C(C(C7C(O6)COC(O7)C8=CC=CS8)O)O. Cell line: RXF 393. (4) Drug 1: C1=C(C(=O)NC(=O)N1)F. Drug 2: C(=O)(N)NO. Cell line: HCT-15. Synergy scores: CSS=31.3, Synergy_ZIP=-0.0575, Synergy_Bliss=-5.05, Synergy_Loewe=-28.6, Synergy_HSA=-5.83. (5) Drug 1: C1CCC(C1)C(CC#N)N2C=C(C=N2)C3=C4C=CNC4=NC=N3. Drug 2: CC1=C(C=C(C=C1)NC2=NC=CC(=N2)N(C)C3=CC4=NN(C(=C4C=C3)C)C)S(=O)(=O)N.Cl. Cell line: HT29. Synergy scores: CSS=-4.99, Synergy_ZIP=3.67, Synergy_Bliss=2.06, Synergy_Loewe=-3.88, Synergy_HSA=-3.46. (6) Drug 1: CC1OCC2C(O1)C(C(C(O2)OC3C4COC(=O)C4C(C5=CC6=C(C=C35)OCO6)C7=CC(=C(C(=C7)OC)O)OC)O)O. Drug 2: CC12CCC3C(C1CCC2OP(=O)(O)O)CCC4=C3C=CC(=C4)OC(=O)N(CCCl)CCCl.[Na+]. Cell line: MCF7. Synergy scores: CSS=27.8, Synergy_ZIP=-5.66, Synergy_Bliss=-3.71, Synergy_Loewe=-35.4, Synergy_HSA=-9.86. (7) Drug 1: CC1=C(C(=CC=C1)Cl)NC(=O)C2=CN=C(S2)NC3=CC(=NC(=N3)C)N4CCN(CC4)CCO. Drug 2: C1=NNC2=C1C(=O)NC=N2. Cell line: CCRF-CEM. Synergy scores: CSS=1.42, Synergy_ZIP=6.36, Synergy_Bliss=2.04, Synergy_Loewe=0.584, Synergy_HSA=-0.524. (8) Drug 1: CC1=C(C(CCC1)(C)C)C=CC(=CC=CC(=CC(=O)O)C)C. Drug 2: C1=NC2=C(N1)C(=S)N=CN2. Cell line: UO-31. Synergy scores: CSS=14.4, Synergy_ZIP=-1.73, Synergy_Bliss=1.38, Synergy_Loewe=1.38, Synergy_HSA=1.55. (9) Drug 1: C(CC(=O)O)C(=O)CN.Cl. Drug 2: C1=CN(C=N1)CC(O)(P(=O)(O)O)P(=O)(O)O. Cell line: RXF 393. Synergy scores: CSS=2.53, Synergy_ZIP=0.560, Synergy_Bliss=3.27, Synergy_Loewe=1.29, Synergy_HSA=0.875. (10) Drug 1: C1CCC(C1)C(CC#N)N2C=C(C=N2)C3=C4C=CNC4=NC=N3. Drug 2: C1CN1P(=S)(N2CC2)N3CC3. Cell line: U251. Synergy scores: CSS=11.0, Synergy_ZIP=-7.23, Synergy_Bliss=-2.73, Synergy_Loewe=-12.7, Synergy_HSA=-2.13.